Task: Predict the product of the given reaction.. Dataset: Forward reaction prediction with 1.9M reactions from USPTO patents (1976-2016) (1) Given the reactants C(Cl)Cl.[F:4][C:5]([F:32])([F:31])[C:6]1[CH:11]=[CH:10][CH:9]=[CH:8][C:7]=1[S:12][CH2:13][C:14]([N:16]1[CH2:21][CH2:20][C:19]2([C:29]3[C:24](=[CH:25][CH:26]=[CH:27][CH:28]=3)[NH:23][C:22]2=[O:30])[CH2:18][CH2:17]1)=[O:15].ClC1C=CC=C(C(OO)=[O:41])C=1, predict the reaction product. The product is: [F:32][C:5]([F:4])([F:31])[C:6]1[CH:11]=[CH:10][CH:9]=[CH:8][C:7]=1[S:12]([CH2:13][C:14]([N:16]1[CH2:17][CH2:18][C:19]2([C:29]3[C:24](=[CH:25][CH:26]=[CH:27][CH:28]=3)[NH:23][C:22]2=[O:30])[CH2:20][CH2:21]1)=[O:15])=[O:41]. (2) Given the reactants [O:1]=[C:2]([C:6]1[S:7][CH:8]=[CH:9][CH:10]=1)[C:3](O)=[O:4].C(Cl)(=O)C([Cl:14])=O.CN(C=O)C, predict the reaction product. The product is: [O:1]=[C:2]([C:6]1[S:7][CH:8]=[CH:9][CH:10]=1)[C:3]([Cl:14])=[O:4].